This data is from Full USPTO retrosynthesis dataset with 1.9M reactions from patents (1976-2016). The task is: Predict the reactants needed to synthesize the given product. (1) Given the product [CH3:9][O:8][C:4]1[CH:5]=[CH:6][CH:7]=[C:2]([O:1][CH2:27][C:26]2[CH:29]=[CH:30][C:23]([O:22][CH3:21])=[CH:24][CH:25]=2)[C:3]=1[C:10](=[O:12])[CH3:11], predict the reactants needed to synthesize it. The reactants are: [OH:1][C:2]1[CH:7]=[CH:6][CH:5]=[C:4]([O:8][CH3:9])[C:3]=1[C:10](=[O:12])[CH3:11].C(=O)([O-])[O-].[K+].[K+].[I-].[Na+].[CH3:21][O:22][C:23]1[CH:30]=[CH:29][C:26]([CH2:27]Cl)=[CH:25][CH:24]=1. (2) Given the product [ClH:1].[ClH:26].[Cl:26][C:27]1[CH:28]=[C:29]([C:2]2[N:3]=[C:4]3[C:9](=[CH:10][CH:11]=2)[N:8]=[CH:7][C:6]([C:12](=[O:14])[CH3:13])=[C:5]3[NH:15][C@H:16]2[CH2:21][CH2:20][C@H:19]([CH2:22][N:23]([CH3:25])[CH3:24])[CH2:18][CH2:17]2)[CH:30]=[C:31]([Cl:35])[C:32]=1[O:33][CH3:34], predict the reactants needed to synthesize it. The reactants are: [Cl:1][C:2]1[N:3]=[C:4]2[C:9](=[CH:10][CH:11]=1)[N:8]=[CH:7][C:6]([C:12](=[O:14])[CH3:13])=[C:5]2[NH:15][C@H:16]1[CH2:21][CH2:20][C@H:19]([CH2:22][N:23]([CH3:25])[CH3:24])[CH2:18][CH2:17]1.[Cl:26][C:27]1[CH:28]=[C:29](B(O)O)[CH:30]=[C:31]([Cl:35])[C:32]=1[O:33][CH3:34].C1(N)C(F)=C(F)C(F)=C(N)C=1F.Cl.Cl. (3) Given the product [CH3:1][N:2]([CH2:4][CH2:5][CH2:6][N:7]1[C:8]2[CH:9]=[CH:10][CH:11]=[CH:12][C:13]=2[CH2:14][CH2:15][C:16]2[CH:21]=[CH:20][CH:19]=[CH:18][C:17]1=2)[CH3:3], predict the reactants needed to synthesize it. The reactants are: [CH3:1][N:2]([CH2:4][CH2:5][CH2:6][N:7]1[C:17]2[CH:18]=[CH:19][CH:20]=[CH:21][C:16]=2[CH2:15][CH2:14][C:13]2[CH:12]=[CH:11][CH:10]=[CH:9][C:8]1=2)[CH3:3].Cl.O. (4) The reactants are: C(S[C:4]1[O:5][C:6]2[C:11]([C:12](=[O:14])[CH:13]=1)=[CH:10][CH:9]=[C:8]1[CH:15]=[CH:16][CH:17]=[CH:18][C:7]=21)C.[NH:19]1[CH2:24][CH2:23][NH:22][CH2:21][CH2:20]1. Given the product [N:19]1([C:4]2[O:5][C:6]3[C:11]([C:12](=[O:14])[CH:13]=2)=[CH:10][CH:9]=[C:8]2[CH:15]=[CH:16][CH:17]=[CH:18][C:7]=32)[CH2:24][CH2:23][NH:22][CH2:21][CH2:20]1, predict the reactants needed to synthesize it. (5) Given the product [Br:34][C:10]1[CH:11]=[N:12][N:13]([C:14]2[CH:15]=[CH:16][C:17]([C:18]#[N:19])=[CH:20][CH:21]=2)[C:9]=1[C:6]1[C:7](=[O:8])[N:2]([CH3:1])[C:3](=[O:33])[N:4]([C:23]2[CH:28]=[CH:27][CH:26]=[C:25]([C:29]([F:30])([F:31])[F:32])[CH:24]=2)[C:5]=1[CH3:22], predict the reactants needed to synthesize it. The reactants are: [CH3:1][N:2]1[C:7](=[O:8])[C:6]([C:9]2[N:13]([C:14]3[CH:21]=[CH:20][C:17]([C:18]#[N:19])=[CH:16][CH:15]=3)[N:12]=[CH:11][CH:10]=2)=[C:5]([CH3:22])[N:4]([C:23]2[CH:28]=[CH:27][CH:26]=[C:25]([C:29]([F:32])([F:31])[F:30])[CH:24]=2)[C:3]1=[O:33].[Br:34]Br.S([O-])([O-])(=O)=S.[Na+].[Na+]. (6) Given the product [F:19][C:20]1[CH:28]=[CH:27][CH:26]=[C:25]([F:29])[C:21]=1[C:22]([N:2]1[CH2:7][CH2:6][CH2:5][C@H:4]([C:8]2[N:12]=[C:11]([C:13]3[CH:18]=[CH:17][CH:16]=[CH:15][N:14]=3)[O:10][N:9]=2)[CH2:3]1)=[O:23], predict the reactants needed to synthesize it. The reactants are: Cl.[NH:2]1[CH2:7][CH2:6][CH2:5][C@H:4]([C:8]2[N:12]=[C:11]([C:13]3[CH:18]=[CH:17][CH:16]=[CH:15][N:14]=3)[O:10][N:9]=2)[CH2:3]1.[F:19][C:20]1[CH:28]=[CH:27][CH:26]=[C:25]([F:29])[C:21]=1[C:22](Cl)=[O:23].